From a dataset of Catalyst prediction with 721,799 reactions and 888 catalyst types from USPTO. Predict which catalyst facilitates the given reaction. (1) Reactant: [NH2:1][C@@H:2]([CH3:7])[C:3]([CH3:6])([OH:5])[CH3:4].F[C:9]1[C:10]([C:19]#[C:20][Si](C)(C)C)=[C:11]([C:17]#[N:18])[C:12](=[CH:15][CH:16]=1)[C:13]#[N:14].C([O-])([O-])=O.[K+].[K+].CN1C(=O)CCC1. Product: [OH:5][C:3]([CH3:6])([CH3:4])[C@@H:2]([N:1]1[C:9]2[C:10](=[C:11]([C:17]#[N:18])[C:12]([C:13]#[N:14])=[CH:15][CH:16]=2)[CH:19]=[CH:20]1)[CH3:7]. The catalyst class is: 6. (2) The catalyst class is: 10. Product: [Cl:24][C:21]1[CH:22]=[CH:23][C:18]([N:3]2[C:4](=[O:17])[C:5]3[CH:10]=[N:9][N:8]([C:11]4[CH:16]=[CH:15][CH:14]=[CH:13][CH:12]=4)[C:6]=3[N:7]=[C:2]2[O:31][C:30]2[CH:25]=[CH:26][C:27]([CH3:32])=[CH:28][CH:29]=2)=[CH:19][CH:20]=1. Reactant: Cl[C:2]1[N:3]([C:18]2[CH:23]=[CH:22][C:21]([Cl:24])=[CH:20][CH:19]=2)[C:4](=[O:17])[C:5]2[CH:10]=[N:9][N:8]([C:11]3[CH:16]=[CH:15][CH:14]=[CH:13][CH:12]=3)[C:6]=2[N:7]=1.[CH:25]1[C:30]([OH:31])=[CH:29][CH:28]=[C:27]([CH3:32])[CH:26]=1.C([O-])([O-])=O.[K+].[K+]. (3) Reactant: [CH2:1]([O:8][C:9]1[CH:10]=[C:11]([C:31]([OH:33])=O)[C:12]2[NH:16][C:15]([NH:17]C(C3N=CC4C(C=3)=CC=CC=4)=O)=[N:14][C:13]=2[CH:30]=1)[C:2]1[CH:7]=[CH:6][CH:5]=[CH:4][CH:3]=1.CN(C(ON1N=NC2[CH:45]=[CH:46][CH:47]=[CH:48][C:43]1=2)=[N+](C)C)C.F[P-](F)(F)(F)(F)F.CC[N:60]([CH:64]([CH3:66])[CH3:65])[CH:61]([CH3:63])C.S(O)(O)(=O)=[O:68].[NH2:72][C:73]1[NH:74][CH:75]=[CH:76][N:77]=1. Product: [CH2:1]([O:8][C:9]1[CH:10]=[C:11]([C:31](=[O:33])[NH:72][C:73]2[NH:74][CH:75]=[CH:76][N:77]=2)[C:12]2[NH:16][C:15]([NH:17][C:66]([C:64]3[N:60]=[CH:61][C:63]4[C:45]([CH:65]=3)=[CH:46][CH:47]=[CH:48][CH:43]=4)=[O:68])=[N:14][C:13]=2[CH:30]=1)[C:2]1[CH:3]=[CH:4][CH:5]=[CH:6][CH:7]=1. The catalyst class is: 163. (4) Reactant: [NH2:1][C:2]1[C:11](Cl)=[N:10][CH:9]=[CH:8][C:3]=1[C:4]([O:6][CH3:7])=[O:5].[C:13]1([C:19]#[CH:20])[CH:18]=[CH:17][CH:16]=[CH:15][CH:14]=1. Product: [NH2:1][C:2]1[C:11]([C:20]#[C:19][C:13]2[CH:18]=[CH:17][CH:16]=[CH:15][CH:14]=2)=[N:10][CH:9]=[CH:8][C:3]=1[C:4]([O:6][CH3:7])=[O:5]. The catalyst class is: 538. (5) Reactant: [CH2:6]([N:7]=C=O)[CH2:5][CH2:4][CH2:4][CH2:5][CH2:6][N:7]=C=O.[CH2:13]([CH:21](S)[C:22]([O-:24])=[O:23])CCCCC(C)C.[CH2:26]([CH:34](S)C([O-])=O)[CH2:27][CH2:28]CCC(C)C.C([Sn+2]CCCC)CCC. Product: [C:6](#[N:7])[CH:5]=[CH2:4].[C:22]([O:24][CH2:34][CH2:26][CH2:27][CH3:28])(=[O:23])[CH:21]=[CH2:13].[C:6](#[N:7])[CH:5]=[CH2:4]. The catalyst class is: 11. (6) Reactant: C([O:4][C@H:5]1[CH2:22][CH2:21][C@@:20]2([CH3:23])[C@@H:7]([CH2:8][CH2:9][C@:10]3([CH3:49])[C@@H:19]2[CH2:18][CH2:17][C@H:16]2[C@@:11]3([CH3:48])[CH2:12][CH2:13][C@@:14]3([C:31]([N:33]4[CH2:38][CH2:37][CH:36]([O:39][CH2:40][CH2:41][N:42]5[CH2:47][CH2:46][O:45][CH2:44][CH2:43]5)[CH2:35][CH2:34]4)=[O:32])[CH2:26][CH2:25][C@@H:24]([C:27]4([CH3:30])[CH2:29][CH2:28]4)[C@@H:15]32)[C:6]1([CH3:51])[CH3:50])(=O)C.CO. Product: [OH:4][C@H:5]1[CH2:22][CH2:21][C@@:20]2([CH3:23])[C@@H:7]([CH2:8][CH2:9][C@:10]3([CH3:49])[C@@H:19]2[CH2:18][CH2:17][C@H:16]2[C@@:11]3([CH3:48])[CH2:12][CH2:13][C@@:14]3([C:31]([N:33]4[CH2:38][CH2:37][CH:36]([O:39][CH2:40][CH2:41][N:42]5[CH2:47][CH2:46][O:45][CH2:44][CH2:43]5)[CH2:35][CH2:34]4)=[O:32])[CH2:26][CH2:25][C@@H:24]([C:27]4([CH3:30])[CH2:28][CH2:29]4)[C@@H:15]32)[C:6]1([CH3:51])[CH3:50]. The catalyst class is: 266. (7) Reactant: [Cl:1][C:2]1[C:7]([N:8]([CH3:41])[C:9]2[CH:17]=[C:16]3[C:12]([C:13]([CH2:31][N:32](C)[C:33](=O)OC(C)(C)C)=[CH:14][N:15]3[S:18]([C:21]3[CH:26]=[CH:25][CH:24]=[C:23]([C:27]([F:30])([F:29])[F:28])[CH:22]=3)(=[O:20])=[O:19])=[CH:11][CH:10]=2)=[CH:6][CH:5]=[C:4]([O:42][CH3:43])[N:3]=1. Product: [ClH:1].[Cl:1][C:2]1[C:7]([N:8]([CH3:41])[C:9]2[CH:17]=[C:16]3[C:12]([C:13]([CH2:31][NH:32][CH3:33])=[CH:14][N:15]3[S:18]([C:21]3[CH:26]=[CH:25][CH:24]=[C:23]([C:27]([F:29])([F:30])[F:28])[CH:22]=3)(=[O:19])=[O:20])=[CH:11][CH:10]=2)=[CH:6][CH:5]=[C:4]([O:42][CH3:43])[N:3]=1. The catalyst class is: 209. (8) Reactant: Cl.C(OC([N:9]1[CH2:14][C@@H:13]([CH2:15][CH2:16][C:17]2[CH:22]=[CH:21][CH:20]=[CH:19][C:18]=2[NH:23][C:24](=[O:44])[C@H:25]([CH:31]([C:38]2[CH:43]=[CH:42][CH:41]=[CH:40][CH:39]=2)[C:32]2[CH:37]=[CH:36][CH:35]=[CH:34][CH:33]=2)[NH:26][C:27]([O:29][CH3:30])=[O:28])[O:12][CH2:11][C@H:10]1[C:45]([OH:47])=[O:46])=O)(C)(C)C. The catalyst class is: 12. Product: [CH3:30][O:29][C:27]([NH:26][C@H:25]([C:24]([NH:23][C:18]1[CH:19]=[CH:20][CH:21]=[CH:22][C:17]=1[CH2:16][CH2:15][C@@H:13]1[CH2:14][NH:9][C@H:10]([C:45]([OH:47])=[O:46])[CH2:11][O:12]1)=[O:44])[CH:31]([C:32]1[CH:33]=[CH:34][CH:35]=[CH:36][CH:37]=1)[C:38]1[CH:43]=[CH:42][CH:41]=[CH:40][CH:39]=1)=[O:28]. (9) Reactant: [O-]CC.[Na+].[CH3:5][C:6]([CH:8]1[CH2:10][CH2:9]1)=[O:7].[CH:11]1([C:14](OC)=[O:15])[CH2:13][CH2:12]1. Product: [CH:11]1([C:14](=[O:15])[CH2:5][C:6]([CH:8]2[CH2:10][CH2:9]2)=[O:7])[CH2:13][CH2:12]1. The catalyst class is: 16.